The task is: Predict the product of the given reaction.. This data is from Forward reaction prediction with 1.9M reactions from USPTO patents (1976-2016). (1) The product is: [OH:8][C@@H:7]1[C:6]([CH3:10])([CH3:9])[CH2:5][CH2:4][C@H:3]([N:11]2[C:12](=[O:21])[C:13]3[C:18](=[CH:17][CH:16]=[CH:15][CH:14]=3)[C:19]2=[O:20])[CH2:2]1. Given the reactants Br[C@@H:2]1[C@@H:7]([OH:8])[C:6]([CH3:10])([CH3:9])[CH2:5][CH2:4][C@H:3]1[N:11]1[C:19](=[O:20])[C:18]2[C:13](=[CH:14][CH:15]=[CH:16][CH:17]=2)[C:12]1=[O:21].Br[C@H]1[C@H](O)C(C)(C)CC[C@@H]1N1C(=O)C2C(=CC=CC=2)C1=O.Br[C@@H]1C(C)(C)CC[C@@H](N2C(=O)C3C(=CC=CC=3)C2=O)[C@H]1O.Br[C@H]1C(C)(C)CC[C@H](N2C(=O)C3C(=CC=CC=3)C2=O)[C@@H]1O.C([SnH](CCCC)CCCC)CCC.N(C(C)(C)C#N)=NC(C)(C)C#N.O[C@H]1C(C)(C)CC[C@@H](N2C(=O)C3C(=CC=CC=3)C2=O)C1, predict the reaction product. (2) Given the reactants [Na+].[C:2]1([CH2:8][C:9]([O:11][CH2:12][C:13]([F:19])([F:18])[S:14]([O-:17])(=[O:16])=[O:15])=[S:10])[CH:7]=[CH:6][CH:5]=[CH:4][CH:3]=1.[Na].FC(F)(F)S([O-])(=O)=O.[C:29]1([CH:35]([SH+:42][C:43]2[CH:48]=[CH:47][CH:46]=[CH:45][CH:44]=2)[C:36]2[CH:41]=[CH:40][CH:39]=[CH:38][CH:37]=2)[CH:34]=[CH:33][CH:32]=[CH:31][CH:30]=1, predict the reaction product. The product is: [C:36]1([CH:35]([SH+:42][C:43]2[CH:48]=[CH:47][CH:46]=[CH:45][CH:44]=2)[C:29]2[CH:34]=[CH:33][CH:32]=[CH:31][CH:30]=2)[CH:37]=[CH:38][CH:39]=[CH:40][CH:41]=1.[F:19][C:13]([F:18])([S:14]([OH:17])(=[O:16])=[O:15])[CH2:12][O:11][C:9](=[S:10])[CH2:8][C:2]1[CH:7]=[CH:6][CH:5]=[CH:4][CH:3]=1. (3) Given the reactants C(OC([N:8]1[CH2:12][CH2:11][C:10]([NH:14][C:15]2[CH:16]=[C:17]3[C:26](=[CH:27][C:28]=2[C:29]2[CH:34]=[CH:33][CH:32]=[CH:31][C:30]=2[F:35])[O:25][CH2:24][C:23]2[N:18]3[CH:19]([CH3:37])[C:20](=[O:36])[NH:21][N:22]=2)([CH3:13])[CH2:9]1)=O)(C)(C)C.[ClH:38], predict the reaction product. The product is: [ClH:38].[F:35][C:30]1[CH:31]=[CH:32][CH:33]=[CH:34][C:29]=1[C:28]1[CH:27]=[C:26]2[C:17]([N:18]3[C:23]([CH2:24][O:25]2)=[N:22][NH:21][C:20](=[O:36])[CH:19]3[CH3:37])=[CH:16][C:15]=1[NH:14][C:10]1([CH3:13])[CH2:11][CH2:12][NH:8][CH2:9]1. (4) The product is: [C:1]([O:5][C:6](=[O:33])[NH:7][CH:8]1[CH2:13][CH2:12][CH:11]([NH:14][C:15](=[O:32])[C:16]2[CH:17]=[C:18]([O:23][C:24]3[CH:29]=[CH:28][C:27]([C:30]#[N:31])=[CH:26][CH:25]=3)[CH:19]=[C:20]([O:22][CH2:35][CH2:36][CH2:37][CH2:38][C:39]#[N:40])[CH:21]=2)[CH2:10][CH2:9]1)([CH3:4])([CH3:2])[CH3:3]. Given the reactants [C:1]([O:5][C:6](=[O:33])[NH:7][CH:8]1[CH2:13][CH2:12][CH:11]([NH:14][C:15](=[O:32])[C:16]2[CH:21]=[C:20]([OH:22])[CH:19]=[C:18]([O:23][C:24]3[CH:29]=[CH:28][C:27]([C:30]#[N:31])=[CH:26][CH:25]=3)[CH:17]=2)[CH2:10][CH2:9]1)([CH3:4])([CH3:3])[CH3:2].Br[CH2:35][CH2:36][CH2:37][CH2:38][C:39]#[N:40], predict the reaction product. (5) The product is: [Cl:1][C:2]1[CH:7]=[CH:6][CH:5]=[CH:4][C:3]=1[C:8]1[C:9]([C:18]2[CH:19]=[CH:20][C:21]([Cl:24])=[CH:22][CH:23]=2)=[CH:10][C:11]2[N:12]([C:14](=[O:17])[N:15]([CH2:26][C:27]3[C:28]([CH3:37])=[N:29][C:30]([C:33]([F:36])([F:34])[F:35])=[CH:31][CH:32]=3)[N:16]=2)[CH:13]=1. Given the reactants [Cl:1][C:2]1[CH:7]=[CH:6][CH:5]=[CH:4][C:3]=1[C:8]1[C:9]([C:18]2[CH:23]=[CH:22][C:21]([Cl:24])=[CH:20][CH:19]=2)=[CH:10][C:11]2[N:12]([C:14](=[O:17])[NH:15][N:16]=2)[CH:13]=1.Cl[CH2:26][C:27]1[C:28]([CH3:37])=[N:29][C:30]([C:33]([F:36])([F:35])[F:34])=[CH:31][CH:32]=1.BrC1C2N(C(=O)N(CC3C(C)=NC(C(F)(F)F)=CC=3)N=2)C(C)=CC=1C1C=CC(Cl)=CC=1, predict the reaction product.